Dataset: Catalyst prediction with 721,799 reactions and 888 catalyst types from USPTO. Task: Predict which catalyst facilitates the given reaction. Reactant: [F:1][C:2]1[CH:3]=[C:4]([CH:6]=[CH:7][C:8]=1[S:9][CH3:10])N.[OH:11]S(O)(=O)=O.N([O-])=O.[Na+]. Product: [F:1][C:2]1[CH:3]=[C:4]([OH:11])[CH:6]=[CH:7][C:8]=1[S:9][CH3:10]. The catalyst class is: 731.